Dataset: Reaction yield outcomes from USPTO patents with 853,638 reactions. Task: Predict the reaction yield, written as a fraction of the theoretical maximum amount of product (1.0 means a 100% yield; for example, 0.34 means a 34% yield). (1) The reactants are Cl.[NH:2]([C:4]1[CH:5]=[C:6]([CH:10]=[CH:11][C:12]=1[CH3:13])[C:7]([OH:9])=[O:8])[NH2:3].[I:14][C:15]1[CH:16]=[C:17]([CH:31]=[CH:32][CH:33]=1)[C:18]([C:20](=[CH:23]NC1C=CC=CC=1)[C:21]#[N:22])=[O:19]. The catalyst is C(O)C.CO. The product is [NH2:22][C:21]1[N:2]([C:4]2[CH:5]=[C:6]([CH:10]=[CH:11][C:12]=2[CH3:13])[C:7]([OH:9])=[O:8])[N:3]=[CH:23][C:20]=1[C:18](=[O:19])[C:17]1[CH:31]=[CH:32][CH:33]=[C:15]([I:14])[CH:16]=1. The yield is 0.220. (2) The reactants are C([O:3][C:4]([C:6]1[C:7]2[C:15](/[CH:16]=[CH:17]/[C:18]3[CH:23]=[CH:22][CH:21]=[CH:20][CH:19]=3)=[N:14][N:13]([CH:24]3[CH2:29][CH2:28][CH2:27][CH2:26][O:25]3)[C:8]=2[N:9]=[C:10](Cl)[CH:11]=1)=[O:5])C.[OH:30][C:31]1[CH:36]=[CH:35][C:34](B(O)O)=[CH:33][CH:32]=1.C(=O)([O-])[O-].[Cs+].[Cs+]. The catalyst is O1CCOCC1.C1C=CC([P]([Pd]([P](C2C=CC=CC=2)(C2C=CC=CC=2)C2C=CC=CC=2)([P](C2C=CC=CC=2)(C2C=CC=CC=2)C2C=CC=CC=2)[P](C2C=CC=CC=2)(C2C=CC=CC=2)C2C=CC=CC=2)(C2C=CC=CC=2)C2C=CC=CC=2)=CC=1. The product is [OH:30][C:31]1[CH:36]=[CH:35][C:34]([C:10]2[CH:11]=[C:6]([C:4]([OH:3])=[O:5])[C:7]3[C:15](/[CH:16]=[CH:17]/[C:18]4[CH:19]=[CH:20][CH:21]=[CH:22][CH:23]=4)=[N:14][N:13]([CH:24]4[CH2:29][CH2:28][CH2:27][CH2:26][O:25]4)[C:8]=3[N:9]=2)=[CH:33][CH:32]=1. The yield is 0.790. (3) The catalyst is CCO. The product is [Cl:26][C:21]1[CH:20]=[C:19]([NH:18][C:5]2[C:4]3[C:9](=[C:10]([C:12]([F:13])([F:14])[F:15])[CH:11]=[C:2]([NH:1][CH2:41][C:37]4[N:36]([S:33]([C:27]5[CH:32]=[CH:31][CH:30]=[CH:29][CH:28]=5)(=[O:35])=[O:34])[CH:40]=[CH:39][CH:38]=4)[CH:3]=3)[N:8]=[CH:7][C:6]=2[C:16]#[N:17])[CH:24]=[CH:23][C:22]=1[F:25]. The reactants are [NH2:1][C:2]1[CH:3]=[C:4]2[C:9](=[C:10]([C:12]([F:15])([F:14])[F:13])[CH:11]=1)[N:8]=[CH:7][C:6]([C:16]#[N:17])=[C:5]2[NH:18][C:19]1[CH:24]=[CH:23][C:22]([F:25])=[C:21]([Cl:26])[CH:20]=1.[C:27]1([S:33]([N:36]2[CH:40]=[CH:39][CH:38]=[C:37]2[CH:41]=O)(=[O:35])=[O:34])[CH:32]=[CH:31][CH:30]=[CH:29][CH:28]=1.[BH3-]C#N.[Na+]. The yield is 0.550. (4) The reactants are [F:1][C:2]1[CH:7]=[CH:6][C:5]([C:8]2[N:9]=[C:10]([CH2:21][OH:22])[N:11](COCC[Si](C)(C)C)[CH:12]=2)=[CH:4][CH:3]=1.Cl. The catalyst is C(O)C. The product is [F:1][C:2]1[CH:3]=[CH:4][C:5]([C:8]2[N:9]=[C:10]([CH2:21][OH:22])[NH:11][CH:12]=2)=[CH:6][CH:7]=1. The yield is 0.660.